From a dataset of Full USPTO retrosynthesis dataset with 1.9M reactions from patents (1976-2016). Predict the reactants needed to synthesize the given product. (1) The reactants are: C([O:9][C@H:10]1[C@@H:15]([O:16][CH2:17][C:18]2[CH:23]=[CH:22][CH:21]=[CH:20][CH:19]=2)[C@H:14]([O:24][CH2:25][C:26]2[CH:31]=[CH:30][CH:29]=[CH:28][CH:27]=2)[C@@H:13]([CH2:32][O:33][CH2:34][C:35]2[CH:40]=[CH:39][CH:38]=[CH:37][CH:36]=2)[O:12][C@@H:11]1[O:41][C@H:42]1[C@@H:60]([O:61][CH2:62][C:63]2[CH:68]=[CH:67][CH:66]=[CH:65][CH:64]=2)[C@H:59]([O:69][CH2:70][C:71]2[CH:76]=[CH:75][CH:74]=[CH:73][CH:72]=2)[C@@H:58]([CH2:77][O:78][CH2:79][C:80]2[CH:85]=[CH:84][CH:83]=[CH:82][CH:81]=2)[O:57][C@@H:43]1[O:44][CH2:45][CH2:46][CH2:47][CH2:48][CH2:49][CH2:50][CH2:51][CH2:52][C:53]([O:55][CH3:56])=[O:54])(=O)C1C=CC=CC=1.[Na]. Given the product [CH2:17]([O:16][C@H:15]1[C@H:14]([O:24][CH2:25][C:26]2[CH:31]=[CH:30][CH:29]=[CH:28][CH:27]=2)[C@@H:13]([CH2:32][O:33][CH2:34][C:35]2[CH:40]=[CH:39][CH:38]=[CH:37][CH:36]=2)[O:12][C@H:11]([O:41][C@H:42]2[C@@H:60]([O:61][CH2:62][C:63]3[CH:68]=[CH:67][CH:66]=[CH:65][CH:64]=3)[C@H:59]([O:69][CH2:70][C:71]3[CH:72]=[CH:73][CH:74]=[CH:75][CH:76]=3)[C@@H:58]([CH2:77][O:78][CH2:79][C:80]3[CH:81]=[CH:82][CH:83]=[CH:84][CH:85]=3)[O:57][C@@H:43]2[O:44][CH2:45][CH2:46][CH2:47][CH2:48][CH2:49][CH2:50][CH2:51][CH2:52][C:53]([O:55][CH3:56])=[O:54])[C@H:10]1[OH:9])[C:18]1[CH:19]=[CH:20][CH:21]=[CH:22][CH:23]=1, predict the reactants needed to synthesize it. (2) Given the product [CH:1]1([N:4]2[C:8]([I:9])=[CH:7][N:6]=[CH:5]2)[CH2:3][CH2:2]1, predict the reactants needed to synthesize it. The reactants are: [CH:1]1([N:4]2[CH:8]=[CH:7][N:6]=[CH:5]2)[CH2:3][CH2:2]1.[I:9]N1C(C)(C)C(=O)N(I)C1=O.CS(O)(=O)=O. (3) Given the product [ClH:1].[NH:14]1[CH2:17][CH2:16][C@H:15]1[CH2:18][O:19][C:20]1[CH:21]=[C:22]([C@H:26]2[CH2:28][C@@H:27]2[CH2:29][OH:30])[CH:23]=[N:24][CH:25]=1.[ClH:1], predict the reactants needed to synthesize it. The reactants are: [ClH:1].CCOCC.C(OC([N:14]1[CH2:17][CH2:16][C@H:15]1[CH2:18][O:19][C:20]1[CH:21]=[C:22]([C@H:26]2[CH2:28][C@@H:27]2[CH2:29][OH:30])[CH:23]=[N:24][CH:25]=1)=O)(C)(C)C. (4) Given the product [Cl:1][C:2]1[CH:3]=[C:4]([CH2:9][C:10]([N:12]2[CH:21]3[CH:16]([CH2:17][CH2:18][CH2:19][CH:20]3[N:22]3[CH2:26][CH2:25][CH2:24][CH2:23]3)[N:15]([C:27](=[O:30])[CH2:28][CH3:29])[CH2:14][CH2:13]2)=[O:11])[CH:5]=[CH:6][C:7]=1[Cl:8], predict the reactants needed to synthesize it. The reactants are: [Cl:1][C:2]1[CH:3]=[C:4]([CH2:9][C:10]([N:12]2[CH:21]3[CH:16]([CH2:17][CH2:18][CH2:19][CH:20]3[N:22]3[CH2:26][CH2:25][CH2:24][CH2:23]3)[NH:15][CH2:14][CH2:13]2)=[O:11])[CH:5]=[CH:6][C:7]=1[Cl:8].[C:27](Cl)(=[O:30])[CH2:28][CH3:29]. (5) Given the product [ClH:33].[C:1]([C@@:3]1([CH2:31][CH3:32])[CH2:7][CH2:6][N:5]([C:8]2[CH:13]=[CH:12][N:11]=[C:10]([NH:14][C:15]3[CH:16]=[N:17][N:18]([C:20]([CH3:28])([CH3:29])[C:21]([OH:23])=[O:22])[CH:19]=3)[N:9]=2)[C:4]1=[O:30])#[N:2], predict the reactants needed to synthesize it. The reactants are: [C:1]([C@@:3]1([CH2:31][CH3:32])[CH2:7][CH2:6][N:5]([C:8]2[CH:13]=[CH:12][N:11]=[C:10]([NH:14][C:15]3[CH:16]=[N:17][N:18]([C:20]([CH3:29])([CH3:28])[C:21]([O:23]C(C)(C)C)=[O:22])[CH:19]=3)[N:9]=2)[C:4]1=[O:30])#[N:2].[ClH:33]. (6) Given the product [C:1]([OH:13])(=[O:12])[CH2:2][C:3]([CH2:8][C:9]([OH:11])=[O:10])([C:5]([OH:7])=[O:6])[OH:4].[CH3:14][C@@H:15]1[CH2:20][CH2:19][N:18]([C:21](=[O:25])[CH2:22][C:23]#[N:24])[CH2:17][C@@H:16]1[N:26]([CH3:36])[C:27]1[C:28]2[CH:35]=[CH:34][NH:33][C:29]=2[N:30]=[CH:31][N:32]=1, predict the reactants needed to synthesize it. The reactants are: [C:1]([OH:13])(=[O:12])[CH2:2][C:3]([CH2:8][C:9]([OH:11])=[O:10])([C:5]([OH:7])=[O:6])[OH:4].[CH3:14][C@@H:15]1[CH2:20][CH2:19][N:18]([C:21](=[O:25])[CH2:22][C:23]#[N:24])[CH2:17][C@@H:16]1[N:26]([CH3:36])[C:27]1[C:28]2[CH:35]=[CH:34][NH:33][C:29]=2[N:30]=[CH:31][N:32]=1. (7) Given the product [F:43][C:2]([F:1])([F:42])[C:3]1[CH:4]=[C:5]([C@H:13]([O:15][C@H:16]2[CH2:21][CH2:20][N:19]([CH:22]3[CH2:26][CH2:25][C@@H:24]([NH2:27])[CH2:23]3)[CH2:18][C@@H:17]2[C:35]2[CH:40]=[CH:39][C:38]([F:41])=[CH:37][CH:36]=2)[CH3:14])[CH:6]=[C:7]([C:9]([F:12])([F:11])[F:10])[CH:8]=1, predict the reactants needed to synthesize it. The reactants are: [F:1][C:2]([F:43])([F:42])[C:3]1[CH:4]=[C:5]([C@H:13]([O:15][C@H:16]2[CH2:21][CH2:20][N:19]([CH:22]3[CH2:26][CH2:25][C@@H:24]([NH:27]C(=O)OC(C)(C)C)[CH2:23]3)[CH2:18][C@@H:17]2[C:35]2[CH:40]=[CH:39][C:38]([F:41])=[CH:37][CH:36]=2)[CH3:14])[CH:6]=[C:7]([C:9]([F:12])([F:11])[F:10])[CH:8]=1.Cl. (8) The reactants are: CC(S([NH:7][C:8]1([C:18]2[S:19][C:20]([C:23]3[CH:28]=[C:27]([NH:29][C:30]4[N:35]=[C:34]([C:36]([F:39])([F:38])[F:37])[CH:33]=[CH:32][N:31]=4)[CH:26]=[C:25]([CH3:40])[CH:24]=3)=[CH:21][N:22]=2)[CH2:17][CH2:16][C:11]2(OCC[O:12]2)[CH2:10][CH2:9]1)=O)(C)C.C(Cl)(Cl)Cl.[N-:45]=[N+]=[N-].[Na+].CS(O)(=O)=O. Given the product [NH2:7][C:8]1([C:18]2[S:19][C:20]([C:23]3[CH:28]=[C:27]([NH:29][C:30]4[N:35]=[C:34]([C:36]([F:39])([F:38])[F:37])[CH:33]=[CH:32][N:31]=4)[CH:26]=[C:25]([CH3:40])[CH:24]=3)=[CH:21][N:22]=2)[CH2:17][CH2:16][NH:45][C:11](=[O:12])[CH2:10][CH2:9]1, predict the reactants needed to synthesize it. (9) Given the product [OH:31][CH2:30][CH2:29][NH:28][CH2:26][CH2:25][CH:22]1[S:21][C:20]([C:17]2[NH:18][C:19]3[C:15]([CH:16]=2)=[CH:14][CH:13]=[CH:12][C:11]=3[N:2]([CH3:1])[S:3]([C:6]2[S:7][CH:8]=[CH:9][CH:10]=2)(=[O:5])=[O:4])=[N:24][CH2:23]1, predict the reactants needed to synthesize it. The reactants are: [CH3:1][N:2]([C:11]1[CH:12]=[CH:13][CH:14]=[C:15]2[C:19]=1[NH:18][C:17]([C:20]1[S:21][CH:22]([CH2:25][CH:26]=O)[CH2:23][N:24]=1)=[CH:16]2)[S:3]([C:6]1[S:7][CH:8]=[CH:9][CH:10]=1)(=[O:5])=[O:4].[NH2:28][CH2:29][CH2:30][OH:31].[BH4-].[Na+]. (10) Given the product [C:4]([O:3][C:1]([N:8]1[CH2:16][C@H:14]([OH:15])[CH2:13][C@H:9]1[C:10](=[O:12])[NH:39][C@:34]1([C:32]([O:31][CH2:29][CH3:30])=[O:33])[CH2:36][C@H:35]1[CH:37]=[CH2:38])=[O:2])([CH3:5])([CH3:6])[CH3:7], predict the reactants needed to synthesize it. The reactants are: [C:1]([N:8]1[CH2:16][C@H:14]([OH:15])[CH2:13][C@H:9]1[C:10]([OH:12])=O)([O:3][C:4]([CH3:7])([CH3:6])[CH3:5])=[O:2].C1COCC1.CN1CCOCC1.[CH2:29]([O:31][C:32]([C@@:34]1([NH2:39])[CH2:36][C@H:35]1[CH:37]=[CH2:38])=[O:33])[CH3:30].